Dataset: Catalyst prediction with 721,799 reactions and 888 catalyst types from USPTO. Task: Predict which catalyst facilitates the given reaction. (1) Reactant: CN[C@@H:3]1C[CH2:7][CH2:6][CH2:5][C@H:4]1[NH:9][CH3:10].[CH:11]1([C:14]2[CH:15]=[C:16]([NH:23][C:24](=[O:30])[O:25][C:26]([CH3:29])([CH3:28])[CH3:27])[CH:17]=[C:18]3[C:22]=2[NH:21][CH:20]=[CH:19]3)[CH2:13][CH2:12]1.BrC1C=CC(C)=NC=1.P([O-])([O-])([O-])=O.[K+].[K+].[K+]. Product: [CH:11]1([C:14]2[CH:15]=[C:16]([NH:23][C:24](=[O:30])[O:25][C:26]([CH3:27])([CH3:29])[CH3:28])[CH:17]=[C:18]3[C:22]=2[N:21]([C:7]2[CH:10]=[N:9][C:4]([CH3:3])=[CH:5][CH:6]=2)[CH:20]=[CH:19]3)[CH2:12][CH2:13]1. The catalyst class is: 185. (2) Reactant: [CH3:1][O:2][C:3]1[CH:15]=[CH:14][C:6]([CH2:7][O:8][CH2:9][C@H:10]([OH:13])[CH2:11][OH:12])=[CH:5][CH:4]=1.[C:16](O)(=[O:32])[CH2:17][CH2:18][CH2:19][CH2:20][CH2:21][CH2:22][CH2:23][CH2:24][CH2:25][CH2:26][CH2:27][CH2:28][CH2:29][CH2:30][CH3:31].C1CCC(N=C=NC2CCCCC2)CC1. Product: [C:16]([O:12][CH2:11][C@H:10]([CH2:9][O:8][CH2:7][C:6]1[CH:5]=[CH:4][C:3]([O:2][CH3:1])=[CH:15][CH:14]=1)[OH:13])(=[O:32])[CH2:17][CH2:18][CH2:19][CH2:20][CH2:21][CH2:22][CH2:23][CH2:24][CH2:25][CH2:26][CH2:27][CH2:28][CH2:29][CH2:30][CH3:31]. The catalyst class is: 79. (3) Reactant: [CH2:1]([O:3][C:4]1[C:8]([CH2:9][CH2:10][CH2:11][OH:12])=[CH:7][N:6]([C:13]2[CH:18]=[CH:17][C:16]([C:19]([F:22])([F:21])[F:20])=[CH:15][N:14]=2)[N:5]=1)[CH3:2].O[C:24]1[C:29]([CH2:30][C:31]([O:33]C)=[O:32])=[C:28]([O:35][CH3:36])[CH:27]=[CH:26][CH:25]=1.C(P(CCCC)CCCC)CCC.N(C(N1CCCCC1)=O)=NC(N1CCCCC1)=O. Product: [CH2:1]([O:3][C:4]1[C:8]([CH2:9][CH2:10][CH2:11][O:12][C:24]2[C:29]([CH2:30][C:31]([OH:33])=[O:32])=[C:28]([O:35][CH3:36])[CH:27]=[CH:26][CH:25]=2)=[CH:7][N:6]([C:13]2[CH:18]=[CH:17][C:16]([C:19]([F:21])([F:20])[F:22])=[CH:15][N:14]=2)[N:5]=1)[CH3:2]. The catalyst class is: 7. (4) Reactant: [CH3:1][O:2][C:3](=[O:13])[C:4]1[CH:9]=[C:8]([F:10])[C:7](Cl)=[N:6][C:5]=1[Cl:12].[CH3:14]B1OB(C)OB(C)O1.C(=O)([O-])[O-].[K+].[K+]. Product: [CH3:1][O:2][C:3](=[O:13])[C:4]1[CH:9]=[C:8]([F:10])[C:7]([CH3:14])=[N:6][C:5]=1[Cl:12]. The catalyst class is: 257. (5) The catalyst class is: 1. Product: [CH:38]1([NH:34][C:35]([NH:5][C:4]2[CH:6]=[CH:7][C:8]([O:9][C:10]3[CH:15]=[CH:14][N:13]=[C:12]4[CH:16]=[C:17]([C:19]5[N:20]([CH3:31])[C:21]([CH2:24][N:25]6[CH2:30][CH2:29][O:28][CH2:27][CH2:26]6)=[CH:22][N:23]=5)[S:18][C:11]=34)=[C:2]([F:1])[CH:3]=2)=[O:44])[CH2:39][CH2:40]1. Reactant: [F:1][C:2]1[CH:3]=[C:4]([CH:6]=[CH:7][C:8]=1[O:9][C:10]1[CH:15]=[CH:14][N:13]=[C:12]2[CH:16]=[C:17]([C:19]3[N:20]([CH3:31])[C:21]([CH2:24][N:25]4[CH2:30][CH2:29][O:28][CH2:27][CH2:26]4)=[CH:22][N:23]=3)[S:18][C:11]=12)[NH2:5].CC[N:34]([CH:38]([CH3:40])[CH3:39])[CH:35](C)C.ClC(Cl)([O:44]C(=O)OC(Cl)(Cl)Cl)Cl.C1(N)CC1. (6) Reactant: [N+:1]([C:4]1[CH:18]=[CH:17][C:7]2[C:8]3[CH:14]=[C:13]([C:15]#[N:16])[CH:12]=[CH:11][C:9]=3O[C:6]=2[CH:5]=1)([O-:3])=[O:2].Cl.[NH2:20][OH:21].C(N(CC)CC)C.[OH2:29]. Product: [OH:21][NH:20][C:15]([C:13]1[CH:12]=[CH:11][C:9]2[O:29][C:6]3[CH:5]=[C:4]([N+:1]([O-:3])=[O:2])[CH:18]=[CH:17][C:7]=3[C:8]=2[CH:14]=1)=[NH:16]. The catalyst class is: 3. (7) Reactant: CC1C2NC3C(C=2C(C)=NC=1N)=CC=CC=3.[O:17]=[CH:18][C@@H:19]([C@H:21]([C@@H:23]([C@@H:25]([CH2:27][OH:28])[OH:26])[OH:24])[OH:22])[OH:20].N[C@H](C(O)=O)CC1C2C(=CC=CC=2)NC=1.OP([O-])(O)=O.[K+].O.O.O.O.O.O.O.[O-]S([O-])(=O)=O.[Mg+2].[Cl-].[Cl-].[Ca+2]. Product: [O:17]=[CH:18][C@@H:19]([C@H:21]([C@@H:23]([C@@H:25]([CH2:27][OH:28])[OH:26])[OH:24])[OH:22])[OH:20]. The catalyst class is: 6. (8) Reactant: [Al+3].[Cl-].[Cl-].[Cl-].[CH3:5][CH:6]1[C:18](=[O:19])[C:9]2=[CH:10][C:11]3[CH2:12][CH2:13][CH2:14][CH2:15][C:16]=3[CH:17]=[C:8]2[CH2:7]1.[Br:20]Br.O. Product: [Br:20][C:17]1[C:16]2[CH2:15][CH2:14][CH2:13][CH2:12][C:11]=2[CH:10]=[C:9]2[C:18](=[O:19])[CH:6]([CH3:5])[CH2:7][C:8]=12. The catalyst class is: 4.